This data is from Peptide-MHC class I binding affinity with 185,985 pairs from IEDB/IMGT. The task is: Regression. Given a peptide amino acid sequence and an MHC pseudo amino acid sequence, predict their binding affinity value. This is MHC class I binding data. (1) The peptide sequence is KGHLPLLDK. The MHC is HLA-A26:01 with pseudo-sequence HLA-A26:01. The binding affinity (normalized) is 0.0847. (2) The peptide sequence is KDTWLDARM. The MHC is HLA-A31:01 with pseudo-sequence HLA-A31:01. The binding affinity (normalized) is 0. (3) The peptide sequence is YTRPEIDVL. The MHC is HLA-A02:03 with pseudo-sequence HLA-A02:03. The binding affinity (normalized) is 0.603. (4) The peptide sequence is GNNTGNESR. The MHC is Mamu-B8301 with pseudo-sequence Mamu-B8301. The binding affinity (normalized) is 0.946.